Dataset: Full USPTO retrosynthesis dataset with 1.9M reactions from patents (1976-2016). Task: Predict the reactants needed to synthesize the given product. (1) Given the product [CH2:37]([O:41][C:42]1[CH:75]=[CH:74][C:45]([C:46]([NH:48][C:49]2[CH:54]=[CH:53][C:52]([C:55]3[CH:63]=[C:62]4[C:58]([CH2:59][N:60]([C@@H:65]([CH:70]([CH3:71])[CH3:72])[C:66]([OH:68])=[O:67])[C:61]4=[O:64])=[CH:57][CH:56]=3)=[C:51]([Cl:73])[CH:50]=2)=[O:47])=[CH:44][CH:43]=1)[CH2:38][CH2:39][CH3:40], predict the reactants needed to synthesize it. The reactants are: C(C1C=CC(C(NC2C=CC(C3C=C4C(CN([C@@H](C(C)C)C(O)=O)C4=O)=CC=3)=NC=2)=O)=CC=1)(C)(C)C.[CH2:37]([O:41][C:42]1[CH:75]=[CH:74][C:45]([C:46]([NH:48][C:49]2[CH:54]=[CH:53][C:52]([C:55]3[CH:63]=[C:62]4[C:58]([CH2:59][N:60]([C@@H:65]([CH:70]([CH3:72])[CH3:71])[C:66]([O:68]C)=[O:67])[C:61]4=[O:64])=[CH:57][CH:56]=3)=[C:51]([Cl:73])[CH:50]=2)=[O:47])=[CH:44][CH:43]=1)[CH2:38][CH2:39][CH3:40]. (2) Given the product [CH:45]1([C:43]([NH:42][C:40]2[N:41]=[C:36]3[CH:35]=[CH:34][C:33]([O:32][C:31]4[CH:30]=[CH:29][C:28]([NH:27][C:13]([C:4]5[CH:3]=[C:2]([CH3:1])[N:6]([C:7]6[CH:8]=[CH:9][CH:10]=[CH:11][CH:12]=6)[N:5]=5)=[O:15])=[CH:49][CH:48]=4)=[N:38][N:37]3[CH:39]=2)=[O:44])[CH2:46][CH2:47]1, predict the reactants needed to synthesize it. The reactants are: [CH3:1][C:2]1[N:6]([C:7]2[CH:12]=[CH:11][CH:10]=[CH:9][CH:8]=2)[N:5]=[C:4]([C:13]([OH:15])=O)[CH:3]=1.CN(C)C=O.C(Cl)(=O)C(Cl)=O.[NH2:27][C:28]1[CH:49]=[CH:48][C:31]([O:32][C:33]2[CH:34]=[CH:35][C:36]3[N:37]([CH:39]=[C:40]([NH:42][C:43]([CH:45]4[CH2:47][CH2:46]4)=[O:44])[N:41]=3)[N:38]=2)=[CH:30][CH:29]=1. (3) Given the product [OH:19][CH:18]([CH2:20][NH:42][CH:39]1[CH2:40][CH2:41][N:36]([C:34]2[C:35]3[C:27]([C:21]4[CH:26]=[CH:25][CH:24]=[CH:23][CH:22]=4)=[CH:28][S:29][C:30]=3[N:31]=[CH:32][N:33]=2)[CH2:37][CH2:38]1)[CH2:17][O:16][C:12]1[CH:11]=[C:10]([OH:9])[CH:15]=[CH:14][CH:13]=1, predict the reactants needed to synthesize it. The reactants are: C([O:9][C:10]1[CH:15]=[CH:14][CH:13]=[C:12]([O:16][CH2:17][CH:18]2[CH2:20][O:19]2)[CH:11]=1)(=O)C1C=CC=CC=1.[C:21]1([C:27]2[C:35]3[C:34]([N:36]4[CH2:41][CH2:40][CH:39]([NH2:42])[CH2:38][CH2:37]4)=[N:33][CH:32]=[N:31][C:30]=3[S:29][CH:28]=2)[CH:26]=[CH:25][CH:24]=[CH:23][CH:22]=1. (4) Given the product [CH2:1]([CH:10]([C:9]#[N:13])[C:11]#[N:12])[C:2]1[CH:7]=[CH:6][CH:5]=[CH:4][CH:3]=1, predict the reactants needed to synthesize it. The reactants are: [CH:1](=O)[C:2]1[CH:7]=[CH:6][CH:5]=[CH:4][CH:3]=1.[C:9](#[N:13])[CH2:10][C:11]#[N:12].C1(N)C(N)=CC=CC=1.N1CCCC1C(O)=O. (5) Given the product [F:1][C:2]1[CH:9]=[C:8]([F:10])[C:7]([F:11])=[CH:6][C:3]=1[C:18]([CH2:14][C:15]([O:17][CH2:25][CH3:26])=[O:16])=[O:20], predict the reactants needed to synthesize it. The reactants are: [F:1][C:2]1[CH:9]=[C:8]([F:10])[C:7]([F:11])=[CH:6][C:3]=1C#N.C([CH:14]([C:18]([O-:20])=O)[C:15]([O-:17])=[O:16])C.[K+].[K+].Cl.Cl[CH2:25][CH2:26]Cl. (6) Given the product [Br:1][C:2]1[CH:10]=[C:9]2[C:5]([CH2:6][CH2:7][CH:8]2[OH:11])=[C:4]([C:12]([F:13])([F:14])[F:15])[CH:3]=1, predict the reactants needed to synthesize it. The reactants are: [Br:1][C:2]1[CH:10]=[C:9]2[C:5]([CH2:6][CH2:7][C:8]2=[O:11])=[C:4]([C:12]([F:15])([F:14])[F:13])[CH:3]=1.[BH4-].[Na+].Cl. (7) Given the product [C:7]([NH:6][C:4](=[O:5])[CH2:3][CH2:2][NH:1][C:35]([NH:34][C:32]1[S:33][C:29]([C:21]2[CH:22]=[CH:23][C:24]([S:25]([CH3:28])(=[O:26])=[O:27])=[C:19]([F:18])[CH:20]=2)=[C:30]([CH3:42])[N:31]=1)=[O:36])([CH3:10])([CH3:9])[CH3:8], predict the reactants needed to synthesize it. The reactants are: [NH2:1][CH2:2][CH2:3][C:4]([NH:6][C:7]([CH3:10])([CH3:9])[CH3:8])=[O:5].C(N(CC)CC)C.[F:18][C:19]1[CH:20]=[C:21]([C:29]2[S:33][C:32]([NH:34][C:35](N3C=CN=C3)=[O:36])=[N:31][C:30]=2[CH3:42])[CH:22]=[CH:23][C:24]=1[S:25]([CH3:28])(=[O:27])=[O:26]. (8) The reactants are: [SH:1][C:2]1[N:3]([CH3:7])[CH:4]=[CH:5][N:6]=1.Br[CH2:9][C:10]([C:12]1([C:15]2[CH:20]=[CH:19][C:18]([Cl:21])=[CH:17][CH:16]=2)[CH2:14][CH2:13]1)=[O:11].CCN(CC)CC. Given the product [Cl:21][C:18]1[CH:17]=[CH:16][C:15]([C:12]2([C:10](=[O:11])[CH2:9][S:1][C:2]3[N:3]([CH3:7])[CH:4]=[CH:5][N:6]=3)[CH2:13][CH2:14]2)=[CH:20][CH:19]=1, predict the reactants needed to synthesize it. (9) Given the product [CH2:42]([C@H:41]([NH:49][C:26](=[O:28])[C:25]1[CH:29]=[CH:30][CH:31]=[C:23]([S:20]([CH3:19])(=[O:21])=[O:22])[CH:24]=1)[C@@H:40]([OH:50])[CH2:39][C@H:38]([C:37](=[O:52])[NH:36][CH2:35][CH2:34][C:33]([CH3:32])([CH3:53])[CH3:54])[CH3:51])[C:43]1[CH:48]=[CH:47][CH:46]=[CH:45][CH:44]=1, predict the reactants needed to synthesize it. The reactants are: ON1C2C=CC=CC=2N=N1.ClCCl.CN(C=O)C.[CH3:19][S:20]([C:23]1[CH:24]=[C:25]([CH:29]=[CH:30][CH:31]=1)[C:26]([OH:28])=O)(=[O:22])=[O:21].[CH3:32][C:33]([CH3:54])([CH3:53])[CH2:34][CH2:35][NH:36][C:37](=[O:52])[C@H:38]([CH3:51])[CH2:39][C@H:40]([OH:50])[C@@H:41]([NH2:49])[CH2:42][C:43]1[CH:48]=[CH:47][CH:46]=[CH:45][CH:44]=1. (10) Given the product [Br:1][C:2]1[C:11]([O:12][Si:13]([C:16]([CH3:19])([CH3:18])[CH3:17])([CH3:15])[CH3:14])=[C:10]2[C:5]([CH:6]=[CH:7][C:8]([CH:20]=[N:23][NH:22][C:24]3[CH:29]=[CH:28][CH:27]=[CH:26][N:25]=3)=[N:9]2)=[CH:4][CH:3]=1, predict the reactants needed to synthesize it. The reactants are: [Br:1][C:2]1[C:11]([O:12][Si:13]([C:16]([CH3:19])([CH3:18])[CH3:17])([CH3:15])[CH3:14])=[C:10]2[C:5]([CH:6]=[CH:7][C:8]([CH:20]=O)=[N:9]2)=[CH:4][CH:3]=1.[NH:22]([C:24]1[CH:29]=[CH:28][CH:27]=[CH:26][N:25]=1)[NH2:23].